This data is from Reaction yield outcomes from USPTO patents with 853,638 reactions. The task is: Predict the reaction yield, written as a fraction of the theoretical maximum amount of product (1.0 means a 100% yield; for example, 0.34 means a 34% yield). (1) The reactants are [CH2:1]([C:9]1[CH:14]=[CH:13][C:12]([NH:15][C:16](=[O:25])[NH:17][CH2:18][CH2:19][C:20]([O:22]CC)=[O:21])=[CH:11][CH:10]=1)[CH2:2][CH2:3][CH2:4][CH2:5][CH2:6][CH2:7][CH3:8].O1CCOCC1. No catalyst specified. The product is [CH2:1]([C:9]1[CH:10]=[CH:11][C:12]([NH:15][C:16](=[O:25])[NH:17][CH2:18][CH2:19][C:20]([OH:22])=[O:21])=[CH:13][CH:14]=1)[CH2:2][CH2:3][CH2:4][CH2:5][CH2:6][CH2:7][CH3:8]. The yield is 0.650. (2) The reactants are C1CCC(N=C=NC2CCCCC2)CC1.C(N(CC)CC)C.[NH:23]([C:32]([O:34][C:35]([CH3:38])([CH3:37])[CH3:36])=[O:33])[C@H:24]([C:29]([OH:31])=O)[C@H:25]([CH2:27][CH3:28])[CH3:26].O.[NH:40]1[CH2:54][CH2:53][CH2:52][C@@H:41]1[C:42]([O:44][CH2:45][C:46]1[CH:51]=[CH:50][CH:49]=[CH:48][CH:47]=1)=[O:43].Cl.C1C=CC2N(O)N=NC=2C=1. The catalyst is CN(C=O)C. The product is [NH:23]([C:32]([O:34][C:35]([CH3:38])([CH3:37])[CH3:36])=[O:33])[C@H:24]([C:29]([N:40]1[CH2:54][CH2:53][CH2:52][C@H:41]1[C:42]([O:44][CH2:45][C:46]1[CH:47]=[CH:48][CH:49]=[CH:50][CH:51]=1)=[O:43])=[O:31])[C@H:25]([CH2:27][CH3:28])[CH3:26]. The yield is 0.850. (3) The yield is 0.740. The catalyst is ClCCl.CC(C)=O.CO.C1COCC1. The reactants are Cl.[NH2:2][CH2:3][CH:4]1[CH2:9][CH2:8][CH:7]([C:10]([O:12]C)=[O:11])[CH2:6][CH2:5]1.C(N(CC)CC)C.[CH3:21][C:22]1[CH:27]=[CH:26][C:25]([S:28](Cl)(=[O:30])=[O:29])=[CH:24][CH:23]=1.C(=O)([O-])[O-].[K+].[K+].F[C:39]1[CH:44]=[CH:43][C:42]([CH2:45]N)=[CH:41][CH:40]=1.[OH-].[Na+]. The product is [CH2:45]([N:2]([CH2:3][CH:4]1[CH2:9][CH2:8][CH:7]([C:10]([OH:12])=[O:11])[CH2:6][CH2:5]1)[S:28]([C:25]1[CH:26]=[CH:27][C:22]([CH3:21])=[CH:23][CH:24]=1)(=[O:30])=[O:29])[C:42]1[CH:43]=[CH:44][CH:39]=[CH:40][CH:41]=1. (4) The reactants are FC(F)(F)S(O)(=O)=O.[Cl:9][C:10]1[CH:15]=[C:14]([F:16])[CH:13]=[CH:12][C:11]=1[F:17].[I:18]N1C(=O)CCC1=O. No catalyst specified. The product is [Cl:9][C:10]1[CH:15]=[C:14]([F:16])[C:13]([I:18])=[CH:12][C:11]=1[F:17]. The yield is 0.740. (5) The reactants are [P:1]([O:13][CH2:14][CH2:15][N:16]1[CH2:21][CH2:20][NH:19][CH2:18][CH2:17]1)([O:8][C:9]([CH3:12])([CH3:11])[CH3:10])([O:3][C:4]([CH3:7])([CH3:6])[CH3:5])=[O:2].O=[CH:23][CH2:24][C@@H:25]([NH:34][C:35]1[CH:40]=[CH:39][C:38]([S:41]([NH2:44])(=[O:43])=[O:42])=[CH:37][C:36]=1[S:45]([C:48]([F:51])([F:50])[F:49])(=[O:47])=[O:46])[CH2:26][S:27][C:28]1[CH:33]=[CH:32][CH:31]=[CH:30][CH:29]=1.C(O[BH-](OC(=O)C)OC(=O)C)(=O)C.[Na+].[OH-].[Na+]. The catalyst is ClCCCl.ClC(Cl)C.C(Cl)Cl. The product is [P:1]([O:13][CH2:14][CH2:15][N:16]1[CH2:17][CH2:18][N:19]([CH2:23][CH2:24][C@@H:25]([NH:34][C:35]2[CH:40]=[CH:39][C:38]([S:41](=[O:42])(=[O:43])[NH2:44])=[CH:37][C:36]=2[S:45]([C:48]([F:50])([F:49])[F:51])(=[O:47])=[O:46])[CH2:26][S:27][C:28]2[CH:29]=[CH:30][CH:31]=[CH:32][CH:33]=2)[CH2:20][CH2:21]1)([O:3][C:4]([CH3:5])([CH3:6])[CH3:7])([O:8][C:9]([CH3:12])([CH3:11])[CH3:10])=[O:2]. The yield is 0.940. (6) The product is [CH3:1][O:2][C:3]1[CH:15]=[C:14]([O:16][CH3:17])[CH:13]=[CH:12][C:4]=1[CH2:5][N:6]([C:7]1[S:11][N:10]=[CH:9][N:8]=1)[S:37]([C:30]1[CH:31]=[C:32]([F:36])[C:33]([F:35])=[CH:34][C:29]=1[F:28])(=[O:39])=[O:38]. The yield is 0.750. The catalyst is O1CCCC1. The reactants are [CH3:1][O:2][C:3]1[CH:15]=[C:14]([O:16][CH3:17])[CH:13]=[CH:12][C:4]=1[CH2:5][NH:6][C:7]1[S:11][N:10]=[CH:9][N:8]=1.C[Si](C)(C)[N-][Si](C)(C)C.[Li+].[F:28][C:29]1[CH:34]=[C:33]([F:35])[C:32]([F:36])=[CH:31][C:30]=1[S:37](Cl)(=[O:39])=[O:38]. (7) The reactants are [Cl:1][C:2]1[C:3]([N:19]2[CH2:24][CH2:23][CH2:22][C@@H:21]([NH:25]C(=O)OC(C)(C)C)[CH2:20]2)=[C:4]2[C:10]([NH:11][C:12]([CH:14]3[CH2:18][CH2:17][CH2:16][CH2:15]3)=[O:13])=[CH:9][NH:8][C:5]2=[N:6][CH:7]=1. The catalyst is Cl.CC(O)C. The product is [ClH:1].[NH2:25][C@@H:21]1[CH2:22][CH2:23][CH2:24][N:19]([C:3]2[C:2]([Cl:1])=[CH:7][N:6]=[C:5]3[NH:8][CH:9]=[C:10]([NH:11][C:12]([CH:14]4[CH2:15][CH2:16][CH2:17][CH2:18]4)=[O:13])[C:4]=23)[CH2:20]1. The yield is 1.15.